This data is from Reaction yield outcomes from USPTO patents with 853,638 reactions. The task is: Predict the reaction yield, written as a fraction of the theoretical maximum amount of product (1.0 means a 100% yield; for example, 0.34 means a 34% yield). (1) The reactants are [CH3:1][O:2][C:3]([C:5]1[S:6][C:7](Br)=[CH:8][C:9]=1[O:10][CH:11]([C:13]1[CH:18]=[CH:17][CH:16]=[CH:15][C:14]=1[Cl:19])[CH3:12])=[O:4].CC1(C)C(C)(C)OB([C:29]2[CH:30]=[C:31]3[CH:37]=[CH:36][NH:35][C:32]3=[N:33][CH:34]=2)O1.C([O-])([O-])=O.[K+].[K+]. The catalyst is C1(C)C=CC=CC=1.C(O)C.C1C=CC([P]([Pd]([P](C2C=CC=CC=2)(C2C=CC=CC=2)C2C=CC=CC=2)([P](C2C=CC=CC=2)(C2C=CC=CC=2)C2C=CC=CC=2)[P](C2C=CC=CC=2)(C2C=CC=CC=2)C2C=CC=CC=2)(C2C=CC=CC=2)C2C=CC=CC=2)=CC=1. The product is [CH3:1][O:2][C:3]([C:5]1[S:6][C:7]([C:29]2[CH:30]=[C:31]3[CH:37]=[CH:36][NH:35][C:32]3=[N:33][CH:34]=2)=[CH:8][C:9]=1[O:10][CH:11]([C:13]1[CH:18]=[CH:17][CH:16]=[CH:15][C:14]=1[Cl:19])[CH3:12])=[O:4]. The yield is 0.450. (2) The reactants are [N+:1]([C:4]1[CH:5]=[CH:6][C:7]2[O:12][C@@:11]([CH3:18])([CH:13]([O:16][CH3:17])[O:14][CH3:15])[C@@H:10]3[O:19][C@@H:9]3[C:8]=2[CH:20]=1)([O-:3])=[O:2].[F:21][C:22]([F:38])([F:37])[O:23][C:24]1[CH:29]=[CH:28][C:27]([NH:30][CH2:31][C:32]2[NH:33][CH:34]=[CH:35][N:36]=2)=[CH:26][CH:25]=1. No catalyst specified. The product is [N+:1]([C:4]1[CH:5]=[CH:6][C:7]2[O:12][C@@:11]([CH3:18])([CH:13]([O:16][CH3:17])[O:14][CH3:15])[C@H:10]([OH:19])[C@@H:9]([N:30]([C:27]3[CH:26]=[CH:25][C:24]([O:23][C:22]([F:38])([F:37])[F:21])=[CH:29][CH:28]=3)[CH2:31][C:32]3[NH:36][CH:35]=[CH:34][N:33]=3)[C:8]=2[CH:20]=1)([O-:3])=[O:2]. The yield is 0.400. (3) The reactants are [CH:1]1([N:4]([CH3:25])[CH:5]2[CH2:14][CH2:13][C:12]([CH3:16])([CH3:15])[C:11]3[CH:10]=[C:9](OS(C(F)(F)F)(=O)=O)[CH:8]=[CH:7][C:6]2=3)[CH2:3][CH2:2]1.C1(P(C2C=CC=CC=2)CCCP(C2C=CC=CC=2)C2C=CC=CC=2)C=CC=CC=1.[CH3:55][OH:56].C(N(CC)CC)C.CN(C)[CH:66]=[O:67]. The catalyst is C([O-])(=O)C.[Pd+2].C([O-])(=O)C. The product is [CH3:55][O:56][C:66]([C:9]1[CH:8]=[CH:7][C:6]2[CH:5]([N:4]([CH:1]3[CH2:3][CH2:2]3)[CH3:25])[CH2:14][CH2:13][C:12]([CH3:16])([CH3:15])[C:11]=2[CH:10]=1)=[O:67]. The yield is 0.850.